This data is from Experimentally validated miRNA-target interactions with 360,000+ pairs, plus equal number of negative samples. The task is: Binary Classification. Given a miRNA mature sequence and a target amino acid sequence, predict their likelihood of interaction. (1) The miRNA is mmu-miR-466i-5p with sequence UGUGUGUGUGUGUGUGUGUG. Result: 1 (interaction). The protein sequence of the target gene is MKGFLLLSLSLLLVTVGSSSQASSTTSSSGGTSPPTTVQSQSPGSSSQASTTTSSSGGASPPTTVQSQSPGSSSQASTTTSSSGGASPPTTVQSQSPGSSSQASTTTSSSGGASPPTTVQSQSPGSSSQASTTTSSSGGASPPTTVQSQSPGSSSQASTTTSSSGGASPPTTVQSQSPGSSSQVSTTTSSSGGASPPTTVQSQSPGSSSQPGPTQPSGGASSSTVPSGGSTGPSDLCNPNPCKGTASCVKLHSKHFCLCLEGYYYNSSLSSCVKGTTFPGDISMSVSETANLEDENSVGY.... (2) The miRNA is hsa-miR-6809-3p with sequence CUUCUCUUCUCUCCUUCCCAG. The protein sequence of the target gene is MAAKDQLEVQVMAAQEMELAGKDPVSHEHEERKPVTETKEGDVTDEHGERGSFAETDEHTGVDTKELEDIAADIKEHLAAKRKRIEKIAKACSEIKNRIKNVLRTTQLKRQKRDYRISLKLPNVLEEFITDEQKDEEGDGEKEEQIKIFQEQQKRWQQDGKGTERD. Result: 1 (interaction).